From a dataset of Catalyst prediction with 721,799 reactions and 888 catalyst types from USPTO. Predict which catalyst facilitates the given reaction. (1) Reactant: [Br:1][C:2]1[CH:7]=[CH:6][C:5]([C:8]([C:18]2[N:23]=[CH:22][CH:21]=[CH:20][N:19]=2)=[N:9][NH:10]C(OC(C)(C)C)=O)=[C:4](F)[CH:3]=1.N12CCCN=C1CCCCC2. Product: [Br:1][C:2]1[CH:7]=[C:6]2[C:5]([C:8]([C:18]3[N:23]=[CH:22][CH:21]=[CH:20][N:19]=3)=[N:9][NH:10]2)=[CH:4][CH:3]=1. The catalyst class is: 7. (2) Reactant: C([C:3]1[C:11]2[C:6](=[CH:7][CH:8]=[C:9]([N+:12]([O-:14])=[O:13])[CH:10]=2)[NH:5][C:4]=1[C:15]([OH:17])=[O:16])C.[OH-].[K+].[CH2:20](Br)[CH2:21][CH3:22].[NH4+].[Cl-].[C:26]1(C)C=CC=C[CH:27]=1. Product: [CH2:26]([O:17][C:15]([C:4]1[N:5]([CH2:20][CH2:21][CH3:22])[C:6]2[C:11]([CH:3]=1)=[CH:10][C:9]([N+:12]([O-:14])=[O:13])=[CH:8][CH:7]=2)=[O:16])[CH3:27]. The catalyst class is: 16. (3) The catalyst class is: 3. Reactant: [NH2:1][C:2]1[N:3]=[CH:4][C:5]([C:12]2[CH:13]=[C:14]([CH:18]=[CH:19][CH:20]=2)[C:15](O)=O)=[N:6][C:7]=1[C:8]([NH:10][CH3:11])=[O:9].C1C=CC2N(O)N=NC=2C=1.CN(C(ON1N=NC2C=CC=CC1=2)=[N+](C)C)C.F[P-](F)(F)(F)(F)F.FC(F)(F)C(O)=O.[N:62]1([C:68]2[CH:69]=[C:70]([CH2:74][NH2:75])[CH:71]=[CH:72][CH:73]=2)[CH2:67][CH2:66][O:65][CH2:64][CH2:63]1.[OH-]. Product: [NH2:1][C:2]1[C:7]([C:8]([NH:10][CH3:11])=[O:9])=[N:6][C:5]([C:12]2[CH:20]=[CH:19][CH:18]=[C:14]([CH2:15][NH:75][CH2:74][C:70]3[CH:71]=[CH:72][CH:73]=[C:68]([N:62]4[CH2:67][CH2:66][O:65][CH2:64][CH2:63]4)[CH:69]=3)[CH:13]=2)=[CH:4][N:3]=1.